Dataset: Full USPTO retrosynthesis dataset with 1.9M reactions from patents (1976-2016). Task: Predict the reactants needed to synthesize the given product. (1) Given the product [Br:8][C:9]1[CH:10]=[CH:11][C:12]2[S:16](=[O:17])(=[O:18])[N:15]([CH:4]3[CH2:5][CH2:6][NH:1][C:2](=[O:7])[CH2:3]3)[CH:14]([CH3:19])[C:13]=2[CH:20]=1, predict the reactants needed to synthesize it. The reactants are: [NH:1]1[CH2:6][CH2:5][CH:4]=[CH:3][C:2]1=[O:7].[Br:8][C:9]1[CH:10]=[CH:11][C:12]2[S:16](=[O:18])(=[O:17])[NH:15][CH:14]([CH3:19])[C:13]=2[CH:20]=1.C([O-])([O-])=O.[Cs+].[Cs+]. (2) Given the product [Cl:1][C:2]1[CH:3]=[CH:4][C:5]([I:11])=[C:6]([CH:10]=1)[C:7]([N:29]([O:30][CH3:31])[CH3:28])=[O:8], predict the reactants needed to synthesize it. The reactants are: [Cl:1][C:2]1[CH:3]=[CH:4][C:5]([I:11])=[C:6]([CH:10]=1)[C:7](O)=[O:8].S(Cl)(Cl)=O.ClC1C=CC(I)=C(C=1)C(Cl)=O.Cl.[CH3:28][NH:29][O:30][CH3:31].N1C=CC=CC=1.